From a dataset of Full USPTO retrosynthesis dataset with 1.9M reactions from patents (1976-2016). Predict the reactants needed to synthesize the given product. (1) The reactants are: [CH3:1][C:2]1[N:3]=[C:4]([NH:7][C:8]2[CH:13]=[C:12]([O:14][C:15]3[CH:16]=[C:17]([CH:21]=[CH:22][CH:23]=3)[C:18]([OH:20])=O)[CH:11]=[CH:10][N:9]=2)[S:5][CH:6]=1.C(N(CC)CC)C.C([Cl:36])(=O)OCC.[O:37]1[CH2:42][CH2:41][N:40]([CH2:43][CH2:44][CH2:45][NH2:46])[CH2:39][CH2:38]1. Given the product [ClH:36].[ClH:36].[CH3:1][C:2]1[N:3]=[C:4]([NH:7][C:8]2[CH:13]=[C:12]([O:14][C:15]3[CH:16]=[C:17]([CH:21]=[CH:22][CH:23]=3)[C:18]([NH:46][CH2:45][CH2:44][CH2:43][N:40]3[CH2:41][CH2:42][O:37][CH2:38][CH2:39]3)=[O:20])[CH:11]=[CH:10][N:9]=2)[S:5][CH:6]=1, predict the reactants needed to synthesize it. (2) Given the product [CH2:1]([N:8]1[C:12]([C:13]2[C:18]([O:19][CH3:20])=[CH:17][CH:16]=[CH:15][C:14]=2[NH:21][S:28]([C:22]2[CH:27]=[CH:26][CH:25]=[CH:24][CH:23]=2)(=[O:30])=[O:29])=[N:11][N:10]=[N:9]1)[C:2]1[CH:7]=[CH:6][CH:5]=[CH:4][CH:3]=1, predict the reactants needed to synthesize it. The reactants are: [CH2:1]([N:8]1[C:12]([C:13]2[C:18]([O:19][CH3:20])=[CH:17][CH:16]=[CH:15][C:14]=2[NH2:21])=[N:11][N:10]=[N:9]1)[C:2]1[CH:7]=[CH:6][CH:5]=[CH:4][CH:3]=1.[C:22]1([S:28](Cl)(=[O:30])=[O:29])[CH:27]=[CH:26][CH:25]=[CH:24][CH:23]=1. (3) Given the product [Cl:21][C:15]1[C:16]([Cl:20])=[CH:17][CH:18]=[CH:19][C:14]=1[C:12]1[N:11]=[C:10]([NH2:22])[N:9]=[C:8]([NH:4][CH2:3][C:2]([CH3:6])([CH3:5])[CH3:1])[CH:13]=1, predict the reactants needed to synthesize it. The reactants are: [CH3:1][C:2]([CH3:6])([CH3:5])[CH2:3][NH2:4].Cl[C:8]1[CH:13]=[C:12]([C:14]2[CH:19]=[CH:18][CH:17]=[C:16]([Cl:20])[C:15]=2[Cl:21])[N:11]=[C:10]([NH2:22])[N:9]=1. (4) Given the product [Cl:1][C:2]1[CH:3]=[C:4]([C:9](=[O:34])[CH:10]([CH3:33])[C:11]([NH:13][C@H:14]2[N:20]=[C:19]([C:21]3[CH:26]=[CH:25][CH:24]=[CH:23][CH:22]=3)[C:18]3[CH:27]=[CH:28][CH:29]=[CH:30][C:17]=3[N:16]([CH3:31])[C:15]2=[O:32])=[O:12])[CH:5]=[CH:6][C:7]=1[Cl:8], predict the reactants needed to synthesize it. The reactants are: [Cl:1][C:2]1[CH:3]=[C:4]([C@H:9]([OH:34])[C@@H:10]([CH3:33])[C:11]([NH:13][C@H:14]2[N:20]=[C:19]([C:21]3[CH:26]=[CH:25][CH:24]=[CH:23][CH:22]=3)[C:18]3[CH:27]=[CH:28][CH:29]=[CH:30][C:17]=3[N:16]([CH3:31])[C:15]2=[O:32])=[O:12])[CH:5]=[CH:6][C:7]=1[Cl:8].CC(OI1(OC(C)=O)(OC(C)=O)OC(=O)C2C=CC=CC1=2)=O. (5) Given the product [C:47]([C:39]1[CH:40]=[C:41]([C:42](=[O:44])[NH:3][CH2:1][CH3:2])[CH:45]=[CH:46][C:38]=1[N:31]1[C:32]2[C:37](=[CH:36][CH:35]=[CH:34][CH:33]=2)[C:29]([CH2:28][N:18]2[C:17](=[O:49])[C@@H:16]([NH:15][C:13](=[O:14])[C@@H:12]([N:11]([CH3:51])[C:9](=[O:10])[O:8][C:4]([CH3:7])([CH3:5])[CH3:6])[CH3:50])[C@H:22]([CH3:23])[O:21][C:20]3[CH:24]=[CH:25][CH:26]=[CH:27][C:19]2=3)=[N:30]1)#[N:48], predict the reactants needed to synthesize it. The reactants are: [CH2:1]([NH2:3])[CH3:2].[C:4]([O:8][C:9]([N:11]([CH3:51])[C@@H:12]([CH3:50])[C:13]([NH:15][C@H:16]1[C@H:22]([CH3:23])[O:21][C:20]2[CH:24]=[CH:25][CH:26]=[CH:27][C:19]=2[N:18]([CH2:28][C:29]2[C:37]3[C:32](=[CH:33][CH:34]=[CH:35][CH:36]=3)[N:31]([C:38]3[CH:46]=[CH:45][C:41]([C:42]([OH:44])=O)=[CH:40][C:39]=3[C:47]#[N:48])[N:30]=2)[C:17]1=[O:49])=[O:14])=[O:10])([CH3:7])([CH3:6])[CH3:5].CCN(C(C)C)C(C)C.C1CN([P+](ON2N=NC3C=CC=CC2=3)(N2CCCC2)N2CCCC2)CC1.F[P-](F)(F)(F)(F)F. (6) Given the product [F:63][C:64]1[CH:72]=[CH:71][C:67]([C:68]([N:38]2[CH2:39][CH2:40][N:35]([C:18](=[O:17])[CH2:19][NH:20][C:21]([C:23]3[CH:24]=[CH:25][C:26]([C:29]4[CH:34]=[CH:33][CH:32]=[CH:31][CH:30]=4)=[CH:27][CH:28]=3)=[O:22])[CH2:36][CH2:37]2)=[O:69])=[CH:66][CH:65]=1, predict the reactants needed to synthesize it. The reactants are: CCN(C(C)C)C(C)C.OC(C(F)(F)F)=O.[O:17]=[C:18]([N:35]1[CH2:40][CH2:39][NH:38][CH2:37][CH2:36]1)[CH2:19][NH:20][C:21]([C:23]1[CH:28]=[CH:27][C:26]([C:29]2[CH:34]=[CH:33][CH:32]=[CH:31][CH:30]=2)=[CH:25][CH:24]=1)=[O:22].C1C=CC2N(O)N=NC=2C=1.CCN=C=NCCCN(C)C.Cl.[F:63][C:64]1[CH:72]=[CH:71][C:67]([C:68](O)=[O:69])=[CH:66][CH:65]=1.